This data is from Peptide-MHC class I binding affinity with 185,985 pairs from IEDB/IMGT. The task is: Regression. Given a peptide amino acid sequence and an MHC pseudo amino acid sequence, predict their binding affinity value. This is MHC class I binding data. (1) The peptide sequence is RGPYRAFVTI. The MHC is HLA-A01:01 with pseudo-sequence HLA-A01:01. The binding affinity (normalized) is 0. (2) The peptide sequence is NMDKAVKLY. The MHC is HLA-B27:03 with pseudo-sequence HLA-B27:03. The binding affinity (normalized) is 0.0847. (3) The peptide sequence is YYSNKVFPI. The MHC is HLA-C07:02 with pseudo-sequence HLA-C07:02. The binding affinity (normalized) is 0.492. (4) The peptide sequence is SVNCFTSLVWAPL. The MHC is HLA-A31:01 with pseudo-sequence HLA-A31:01. The binding affinity (normalized) is 0.123. (5) The peptide sequence is VEIPNRIVF. The MHC is HLA-B48:01 with pseudo-sequence HLA-B48:01. The binding affinity (normalized) is 0.0847. (6) The peptide sequence is KSPLPSLEY. The MHC is HLA-A03:01 with pseudo-sequence HLA-A03:01. The binding affinity (normalized) is 0.480. (7) The peptide sequence is QFLSFASLF. The MHC is HLA-B39:01 with pseudo-sequence HLA-B39:01. The binding affinity (normalized) is 0.0847.